This data is from Peptide-MHC class II binding affinity with 134,281 pairs from IEDB. The task is: Regression. Given a peptide amino acid sequence and an MHC pseudo amino acid sequence, predict their binding affinity value. This is MHC class II binding data. (1) The peptide sequence is TYSQLMTLKDAKMLQ. The MHC is DRB1_0405 with pseudo-sequence DRB1_0405. The binding affinity (normalized) is 0.276. (2) The peptide sequence is SQDLELSWNLNGLQSY. The MHC is DRB1_0802 with pseudo-sequence DRB1_0802. The binding affinity (normalized) is 0.355.